Dataset: Catalyst prediction with 721,799 reactions and 888 catalyst types from USPTO. Task: Predict which catalyst facilitates the given reaction. (1) Reactant: [Li:1]CCCC.[CH3:6][C:7]1([CH3:15])[CH2:12][CH2:11][CH2:10][C:9]([CH3:14])([CH3:13])[NH:8]1. Product: [Li:1][N:8]1[C:9]([CH3:14])([CH3:13])[CH2:10][CH2:11][CH2:12][C:7]1([CH3:15])[CH3:6]. The catalyst class is: 1. (2) Reactant: N1CCCCC1.[N+:7]([C:10]1[O:16][C:13]([CH:14]=O)=[CH:12][CH:11]=1)([O-:9])=[O:8].C(O)(=O)[CH2:18][C:19]([OH:21])=[O:20].Cl. Product: [N+:7]([C:10]1[O:16][C:13]([CH:14]=[CH:18][C:19]([OH:21])=[O:20])=[CH:12][CH:11]=1)([O-:9])=[O:8]. The catalyst class is: 803. (3) The catalyst class is: 235. Reactant: [C:1](=[O:4])([O-])[O-].[K+].[K+].Br[C:8]1[N:9]=[CH:10][C:11]2[N:12]([N:14]=[C:15]([NH2:17])[N:16]=2)[CH:13]=1.[C:31]1(P([C:31]2[CH:36]=[CH:35][CH:34]=[CH:33][CH:32]=2)[C:31]2[CH:36]=[CH:35][CH:34]=[CH:33][CH:32]=2)[CH:36]=[CH:35][CH:34]=[CH:33][CH:32]=1.O.[CH2:38](O)CC. Product: [NH2:17][C:15]1[N:16]=[C:11]2[CH:10]=[N:9][C:8]([C:34]3[CH:33]=[C:32]([CH3:38])[C:1]([OH:4])=[C:36]([CH3:31])[CH:35]=3)=[CH:13][N:12]2[N:14]=1. (4) Reactant: Br[C:2]1[C:3]2[C:8]([C:9]3[CH:10]=[CH:11][CH:12]=[CH:13][C:14]=3[CH:15]=1)=[CH:7][CH:6]=[CH:5][CH:4]=2.C([Li])CCC.C([O:24][B:25](OC(C)C)[O:26]C(C)C)(C)C.Cl. Product: [CH:13]1[C:14]2[CH:15]=[C:2]([B:25]([OH:26])[OH:24])[C:3]3[C:8](=[CH:7][CH:6]=[CH:5][CH:4]=3)[C:9]=2[CH:10]=[CH:11][CH:12]=1. The catalyst class is: 788. (5) Reactant: [C:1]([O:5][C:6]([N:8]1[CH2:13][CH2:12][N:11]([C:14]2[CH:15]=[C:16](B(O)O)[CH:17]=[CH:18][CH:19]=2)[CH2:10][CH2:9]1)=[O:7])([CH3:4])([CH3:3])[CH3:2].[Cl:23][C:24]1[N:33]=[C:32](Cl)[C:31]2[C:26](=[CH:27][CH:28]=[C:29]([Cl:35])[CH:30]=2)[N:25]=1.C(Cl)Cl.C(=O)([O-])[O-].[K+].[K+]. Product: [Cl:23][C:24]1[N:33]=[C:32]([C:16]2[CH:15]=[C:14]([N:11]3[CH2:12][CH2:13][N:8]([C:6]([O:5][C:1]([CH3:4])([CH3:3])[CH3:2])=[O:7])[CH2:9][CH2:10]3)[CH:19]=[CH:18][CH:17]=2)[C:31]2[C:26](=[CH:27][CH:28]=[C:29]([Cl:35])[CH:30]=2)[N:25]=1. The catalyst class is: 423.